This data is from Peptide-MHC class I binding affinity with 185,985 pairs from IEDB/IMGT. The task is: Regression. Given a peptide amino acid sequence and an MHC pseudo amino acid sequence, predict their binding affinity value. This is MHC class I binding data. (1) The peptide sequence is KRFLNGAKY. The MHC is HLA-B18:01 with pseudo-sequence HLA-B18:01. The binding affinity (normalized) is 0.0847. (2) The peptide sequence is LSNCVHPAV. The MHC is HLA-A02:03 with pseudo-sequence HLA-A02:03. The binding affinity (normalized) is 0.353. (3) The peptide sequence is KLVETGFVI. The MHC is HLA-A02:03 with pseudo-sequence HLA-A02:03. The binding affinity (normalized) is 0.356. (4) The peptide sequence is FDPRLLTAL. The MHC is Mamu-A11 with pseudo-sequence Mamu-A11. The binding affinity (normalized) is 0.224.